Task: Regression. Given two drug SMILES strings and cell line genomic features, predict the synergy score measuring deviation from expected non-interaction effect.. Dataset: NCI-60 drug combinations with 297,098 pairs across 59 cell lines Synergy scores: CSS=8.38, Synergy_ZIP=-1.52, Synergy_Bliss=2.70, Synergy_Loewe=1.32, Synergy_HSA=0.836. Drug 2: C1CCN(CC1)CCOC2=CC=C(C=C2)C(=O)C3=C(SC4=C3C=CC(=C4)O)C5=CC=C(C=C5)O. Drug 1: C1CCC(C1)C(CC#N)N2C=C(C=N2)C3=C4C=CNC4=NC=N3. Cell line: A549.